From a dataset of Reaction yield outcomes from USPTO patents with 853,638 reactions. Predict the reaction yield, written as a fraction of the theoretical maximum amount of product (1.0 means a 100% yield; for example, 0.34 means a 34% yield). (1) The reactants are [F:1][C:2]1[CH:9]=[C:8]([O:10][CH3:11])[CH:7]=[CH:6][C:3]=1[CH:4]=[O:5].S(=O)(=O)(O)O.[N+:17]([O-])([OH:19])=[O:18]. The product is [F:1][C:2]1[CH:9]=[C:8]([O:10][CH3:11])[C:7]([N+:17]([O-:19])=[O:18])=[CH:6][C:3]=1[CH:4]=[O:5]. No catalyst specified. The yield is 0.950. (2) The product is [CH3:28][O:29][C:30]1[CH:38]=[CH:37][C:33]([C:34]([NH:21][C:16]2[C:15]([NH:14][CH2:13][CH:10]3[CH2:11][CH2:12][N:7]([C:4]4[CH:5]=[CH:6][N:1]=[CH:2][CH:3]=4)[CH2:8][CH2:9]3)=[CH:20][CH:19]=[CH:18][CH:17]=2)=[O:35])=[CH:32][CH:31]=1. The reactants are [N:1]1[CH:6]=[CH:5][C:4]([N:7]2[CH2:12][CH2:11][CH:10]([CH2:13][NH:14][C:15]3[C:16]([NH2:21])=[CH:17][CH:18]=[CH:19][CH:20]=3)[CH2:9][CH2:8]2)=[CH:3][CH:2]=1.N1C=CC=CC=1.[CH3:28][O:29][C:30]1[CH:38]=[CH:37][C:33]([C:34](Cl)=[O:35])=[CH:32][CH:31]=1. The catalyst is C(Cl)(Cl)Cl. The yield is 0.170. (3) The reactants are [CH3:1][O:2][C:3]1[CH:12]=[C:11]2[C:6]([C:7]([O:13][CH2:14][C:15]3[N:19]4[CH:20]=[C:21]([C:24](O)=[O:25])[CH:22]=[CH:23][C:18]4=[N:17][N:16]=3)=[CH:8][CH:9]=[N:10]2)=[CH:5][CH:4]=1.[CH:27]1([NH2:30])[CH2:29][CH2:28]1.ON1C2N=CC=CC=2N=N1.Cl.C(N=C=NCCCN(C)C)C.C(N(C(C)C)C(C)C)C. The catalyst is CN(C=O)C. The product is [CH:27]1([NH:30][C:24]([C:21]2[CH:22]=[CH:23][C:18]3[N:19]([C:15]([CH2:14][O:13][C:7]4[C:6]5[C:11](=[CH:12][C:3]([O:2][CH3:1])=[CH:4][CH:5]=5)[N:10]=[CH:9][CH:8]=4)=[N:16][N:17]=3)[CH:20]=2)=[O:25])[CH2:29][CH2:28]1. The yield is 0.440. (4) The reactants are [C:1](#[N:3])C.Cl.[CH3:5][C:6]1[CH:7]=[C:8](CN)[C:9]([N+:15]([O-:17])=[O:16])=[C:10]([CH:14]=1)[C:11]([OH:13])=[O:12].[C:20](O[C:20]([O:22][C:23]([CH3:26])([CH3:25])[CH3:24])=[O:21])([O:22][C:23]([CH3:26])([CH3:25])[CH3:24])=[O:21]. The product is [C:23]([O:22][C:20]([N:3]([CH2:5][C:6]1[CH:7]=[CH:8][C:9]([N+:15]([O-:17])=[O:16])=[C:10]([CH:14]=1)[C:11]([OH:13])=[O:12])[CH3:1])=[O:21])([CH3:26])([CH3:25])[CH3:24]. The yield is 0.710. The catalyst is C(N(CC)CC)C. (5) The reactants are Br[C:2]1[CH:15]=[CH:14][C:5]([C:6]([N:8]2[CH2:13][CH2:12][O:11][CH2:10][CH2:9]2)=[O:7])=[CH:4][CH:3]=1.[Br:16]C1C=C(C=CC=1)C(Cl)=O.N1CCOCC1. No catalyst specified. The yield is 0.710. The product is [Br:16][C:3]1[CH:4]=[C:5]([CH:14]=[CH:15][CH:2]=1)[C:6]([N:8]1[CH2:13][CH2:12][O:11][CH2:10][CH2:9]1)=[O:7]. (6) The reactants are [C:1]([NH:9][C:10]1[CH:19]=[C:18]([C:20]2[C:29]3[C:24](=[CH:25][C:26]([O:35][CH2:36][CH3:37])=[C:27]4[O:32][C:31]([CH3:34])([CH3:33])[CH2:30][C:28]4=3)[CH2:23][C:22]([CH3:39])([CH3:38])[N:21]=2)[CH:17]=[CH:16][C:11]=1[C:12]([O:14]C)=[O:13])(=[O:8])[C:2]1[CH:7]=[CH:6][CH:5]=[CH:4][CH:3]=1.[OH-].[Na+].Cl. The yield is 0.930. The product is [C:1]([NH:9][C:10]1[CH:19]=[C:18]([C:20]2[C:29]3[C:24](=[CH:25][C:26]([O:35][CH2:36][CH3:37])=[C:27]4[O:32][C:31]([CH3:33])([CH3:34])[CH2:30][C:28]4=3)[CH2:23][C:22]([CH3:38])([CH3:39])[N:21]=2)[CH:17]=[CH:16][C:11]=1[C:12]([OH:14])=[O:13])(=[O:8])[C:2]1[CH:7]=[CH:6][CH:5]=[CH:4][CH:3]=1. The catalyst is CO.